Dataset: Full USPTO retrosynthesis dataset with 1.9M reactions from patents (1976-2016). Task: Predict the reactants needed to synthesize the given product. (1) Given the product [CH2:6]([O:8][C:9]1[CH:14]=[CH:13][CH:12]=[CH:11][C:10]=1[O:15][CH2:1][CH:3]1[O:5][CH2:4]1)[CH3:7], predict the reactants needed to synthesize it. The reactants are: [CH2:1]([CH:3]1[O:5][CH2:4]1)Cl.[CH2:6]([O:8][C:9]1[CH:14]=[CH:13][CH:12]=[CH:11][C:10]=1[OH:15])[CH3:7]. (2) The reactants are: [C:1]1(B(O)O)[CH:6]=[CH:5][CH:4]=[CH:3][CH:2]=1.N1C=CC=CC=1.[C:16]([CH2:18][C:19]1[N:20]=[CH:21][NH:22][CH:23]=1)#[N:17]. Given the product [C:1]1([N:22]2[CH:23]=[C:19]([CH2:18][C:16]#[N:17])[N:20]=[CH:21]2)[CH:6]=[CH:5][CH:4]=[CH:3][CH:2]=1, predict the reactants needed to synthesize it. (3) Given the product [NH2:8][C@@H:9]([CH2:13][C:14]1[CH:19]=[CH:18][CH:17]=[CH:16][CH:15]=1)[C:10]([OH:12])=[O:11].[OH:20][CH2:21][CH2:22][N:23]1[C:28](=[O:29])[CH2:27][CH2:26][CH:25]([N:30]2[C:31](=[O:40])[C:32]3[C:37](=[CH:36][CH:35]=[CH:34][CH:33]=3)[C:38]2=[O:39])[C:24]1=[O:41], predict the reactants needed to synthesize it. The reactants are: C(OC([NH:8][C@@H:9]([CH2:13][C:14]1[CH:19]=[CH:18][CH:17]=[CH:16][CH:15]=1)[C:10]([OH:12])=[O:11])=O)(C)(C)C.[OH:20][CH2:21][CH2:22][N:23]1[C:28](=[O:29])[CH2:27][CH2:26][CH:25]([N:30]2[C:38](=[O:39])[C:37]3[C:32](=[CH:33][CH:34]=[CH:35][CH:36]=3)[C:31]2=[O:40])[C:24]1=[O:41]. (4) Given the product [NH2:28][C:26]1[S:27][CH2:46][C@@H:13]2[CH2:12][C@H:11]([CH2:10][OH:9])[O:16][CH2:15][C@:14]2([C:17]2[CH:22]=[CH:21][C:20]([F:23])=[CH:19][C:18]=2[F:24])[N:25]=1, predict the reactants needed to synthesize it. The reactants are: Cl.C([O:9][CH2:10][C@@H:11]1[O:16][CH2:15][C@@:14]([NH:25][C:26]([NH:28]C(=O)OCC2C3C=CC=CC=3C3C2=CC=CC=3)=[S:27])([C:17]2[CH:22]=[CH:21][C:20]([F:23])=[CH:19][C:18]=2[F:24])[C@H:13]([CH2:46]O)[CH2:12]1)C1C=CC=CC=1. (5) Given the product [CH3:1][CH2:2][CH2:3][C@H:4]1[CH2:8][N:7]([CH3:9])[C@H:6]([C:10]([NH:12][C@H:13]([C@@H:25]([Cl:27])[CH3:26])[C@H:14]2[O:19][C@H:18]([S:20][CH3:21])[C@H:17]([OH:22])[C@@H:16]([OH:23])[C@H:15]2[OH:24])=[O:11])[CH2:5]1.[CH2-:13][C:14]([CH3:15])=[O:19], predict the reactants needed to synthesize it. The reactants are: [CH3:1][CH2:2][CH2:3][C@H:4]1[CH2:8][N:7]([CH3:9])[C@H:6]([C:10]([NH:12][C@H:13]([C@@H:25]([Cl:27])[CH3:26])[C@H:14]2[O:19][C@H:18]([S:20][CH3:21])[C@H:17]([OH:22])[C@@H:16]([OH:23])[C@H:15]2[OH:24])=[O:11])[CH2:5]1.Cl.II. (6) Given the product [NH2:7][C@H:8]([C:9]([CH3:12])([CH3:11])[CH3:10])[C:13]([N:15]1[CH2:20][CH2:19][C:18]([OH:27])([C:21]2[CH:26]=[CH:25][CH:24]=[CH:23][CH:22]=2)[CH2:17][CH2:16]1)=[O:14], predict the reactants needed to synthesize it. The reactants are: C(OC(=O)[NH:7][C@@H:8]([C:13]([N:15]1[CH2:20][CH2:19][C:18]([OH:27])([C:21]2[CH:26]=[CH:25][CH:24]=[CH:23][CH:22]=2)[CH2:17][CH2:16]1)=[O:14])[C:9]([CH3:12])([CH3:11])[CH3:10])(C)(C)C.FC(F)(F)CO.